From a dataset of Catalyst prediction with 721,799 reactions and 888 catalyst types from USPTO. Predict which catalyst facilitates the given reaction. (1) Reactant: F[C:2]1[CH:20]=[CH:19][C:18]([C:21]([F:24])([F:23])[F:22])=[CH:17][C:3]=1[C:4]([NH:6][C:7]1[CH:12]=[CH:11][CH:10]=[C:9]([S:13](=[O:16])(=[O:15])[NH2:14])[CH:8]=1)=[O:5].[Cl:25][C:26]1[CH:31]=[C:30]([F:32])[CH:29]=[CH:28][C:27]=1[OH:33].C(=O)([O-])[O-].[Cs+].[Cs+]. The catalyst class is: 3. Product: [Cl:25][C:26]1[CH:31]=[C:30]([F:32])[CH:29]=[CH:28][C:27]=1[O:33][C:2]1[CH:20]=[CH:19][C:18]([C:21]([F:24])([F:23])[F:22])=[CH:17][C:3]=1[C:4]([NH:6][C:7]1[CH:12]=[CH:11][CH:10]=[C:9]([S:13](=[O:16])(=[O:15])[NH2:14])[CH:8]=1)=[O:5]. (2) Reactant: [CH3:1][S:2]([C:5]1[CH:10]=[CH:9][C:8]([NH:11][C:12]2[C:17]([N+:18]([O-:20])=[O:19])=[C:16]([O:21][CH:22]3[CH2:27][CH2:26][NH:25][CH2:24][CH2:23]3)[N:15]=[CH:14][N:13]=2)=[CH:7][CH:6]=1)(=[O:4])=[O:3].[CH3:28][C:29]([CH3:35])([CH3:34])[CH2:30][C:31](Cl)=[O:32].C(N(CC)CC)C. Product: [CH3:1][S:2]([C:5]1[CH:10]=[CH:9][C:8]([NH:11][C:12]2[N:13]=[CH:14][N:15]=[C:16]([O:21][CH:22]3[CH2:27][CH2:26][N:25]([C:31](=[O:32])[CH2:30][C:29]([CH3:35])([CH3:34])[CH3:28])[CH2:24][CH2:23]3)[C:17]=2[N+:18]([O-:20])=[O:19])=[CH:7][CH:6]=1)(=[O:4])=[O:3]. The catalyst class is: 3. (3) Reactant: [CH2:1]([NH:4][C:5]1[C:10]([NH2:11])=[C:9]([Cl:12])[N:8]=[CH:7][N:6]=1)[CH:2]=[CH2:3].[S:13]1[CH:17]=[CH:16][CH:15]=[C:14]1[C:18](Cl)=[O:19]. Product: [CH2:1]([NH:4][C:5]1[C:10]([NH:11][C:18]([C:14]2[S:13][CH:17]=[CH:16][CH:15]=2)=[O:19])=[C:9]([Cl:12])[N:8]=[CH:7][N:6]=1)[CH:2]=[CH2:3]. The catalyst class is: 179. (4) Reactant: Cl.[NH2:2][CH2:3]CC1C=[CH:11][C:9]([OH:10])=C(O)C=1.C([N:16]=[C:17]=[N:18][CH:19]([CH3:21])[CH3:20])(C)C.CN(C=[O:26])C.[C:27]([O-:30])([O-])=[O:28].[K+].[K+]. Product: [NH2:2][C@H:3]([C:27]([OH:30])=[O:28])[CH2:21][C:19]1[N:18]=[CH:17][NH:16][CH:20]=1.[C:9]([O-:26])(=[O:10])[CH3:11]. The catalyst class is: 6. (5) Reactant: [CH:1]([C:4]1[CH:5]=[CH:6][C:7]([O:22][CH3:23])=[C:8]([C:10]2[C:11]([CH:20]=O)=[CH:12][C:13]([C:16]([F:19])([F:18])[F:17])=[CH:14][CH:15]=2)[CH:9]=1)([CH3:3])[CH3:2].[F:24][C:25]([F:39])([F:38])[C:26]1[CH:27]=[C:28]([CH:31]=[C:32]([C:34]([F:37])([F:36])[F:35])[CH:33]=1)[CH2:29][NH2:30].[BH4-].[Na+]. Product: [F:24][C:25]([F:38])([F:39])[C:26]1[CH:27]=[C:28]([CH:31]=[C:32]([C:34]([F:37])([F:35])[F:36])[CH:33]=1)[CH2:29][NH:30][CH2:20][C:11]1[CH:12]=[C:13]([C:16]([F:17])([F:18])[F:19])[CH:14]=[CH:15][C:10]=1[C:8]1[CH:9]=[C:4]([CH:1]([CH3:3])[CH3:2])[CH:5]=[CH:6][C:7]=1[O:22][CH3:23]. The catalyst class is: 8. (6) Reactant: Br[CH2:2][CH2:3][CH2:4][CH:5]=[CH2:6].[Na+].[I-].[SH:9][C:10]1[NH:14][N:13]=[N:12][CH:11]=1. Product: [CH2:2]([S:9][C:10]1[NH:14][N:13]=[N:12][CH:11]=1)[CH2:3][CH2:4][CH:5]=[CH2:6]. The catalyst class is: 5. (7) Product: [Cl:21][C:22]1[CH:27]=[C:26]([N+:28]([O-:30])=[O:29])[CH:25]=[CH:24][C:23]=1[N:31]1[C:7](=[O:9])[CH:2]2[CH2:3][O:4][CH2:5][CH2:6][N:1]2[C:32]1=[O:33]. Reactant: [NH:1]1[CH2:6][CH2:5][O:4][CH2:3][CH:2]1[C:7]([OH:9])=O.C1CCN2C(=NCCC2)CC1.[Cl:21][C:22]1[CH:27]=[C:26]([N+:28]([O-:30])=[O:29])[CH:25]=[CH:24][C:23]=1[N:31]=[C:32]=[O:33]. The catalyst class is: 279.